Dataset: Reaction yield outcomes from USPTO patents with 853,638 reactions. Task: Predict the reaction yield, written as a fraction of the theoretical maximum amount of product (1.0 means a 100% yield; for example, 0.34 means a 34% yield). (1) The reactants are [Cl:1][C:2]1[CH:7]=[CH:6][C:5]([C:8]2[S:9][C:10]([CH2:14][O:15][CH2:16][CH:17]3[CH2:22][CH2:21][CH2:20][NH:19][CH2:18]3)=[C:11]([CH3:13])[N:12]=2)=[CH:4][CH:3]=1.F[C:24]1[CH:31]=[CH:30][CH:29]=[CH:28][C:25]=1[CH:26]=[O:27]. No catalyst specified. The product is [Cl:1][C:2]1[CH:7]=[CH:6][C:5]([C:8]2[S:9][C:10]([CH2:14][O:15][CH2:16][CH:17]3[CH2:22][CH2:21][CH2:20][N:19]([C:24]4[CH:31]=[CH:30][CH:29]=[CH:28][C:25]=4[CH:26]=[O:27])[CH2:18]3)=[C:11]([CH3:13])[N:12]=2)=[CH:4][CH:3]=1. The yield is 0.320. (2) The product is [Br:22][CH:13]([C:11]1[O:10][N:9]=[C:8]([C:5]2[CH:4]=[CH:3][C:2]([Cl:1])=[CH:7][CH:6]=2)[N:12]=1)[CH3:14]. The catalyst is C(Cl)(Cl)(Cl)Cl. The reactants are [Cl:1][C:2]1[CH:7]=[CH:6][C:5]([C:8]2[N:12]=[C:11]([CH2:13][CH3:14])[O:10][N:9]=2)=[CH:4][CH:3]=1.C1C(=O)N([Br:22])C(=O)C1.CC(N=NC(C#N)(C)C)(C#N)C. The yield is 0.300.